Dataset: TCR-epitope binding with 47,182 pairs between 192 epitopes and 23,139 TCRs. Task: Binary Classification. Given a T-cell receptor sequence (or CDR3 region) and an epitope sequence, predict whether binding occurs between them. (1) The epitope is ILGLPTQTV. The TCR CDR3 sequence is CASSLAPAGSYNEQFF. Result: 0 (the TCR does not bind to the epitope). (2) Result: 1 (the TCR binds to the epitope). The epitope is FLKEKGGL. The TCR CDR3 sequence is CASSEFGAGVYEQYF.